Dataset: Catalyst prediction with 721,799 reactions and 888 catalyst types from USPTO. Task: Predict which catalyst facilitates the given reaction. (1) Reactant: [C:1]([NH:8][C@@H:9]([C:12]([OH:14])=[O:13])[CH2:10][OH:11])([O:3][C:4]([CH3:7])([CH3:6])[CH3:5])=[O:2].CN1CCOCC1.ClC(OCC(C)C)=O.[CH2:30]([NH2:37])[C:31]1[CH:36]=[CH:35][CH:34]=[CH:33][CH:32]=1. Product: [C:30]([NH2:37])(=[O:2])[C:31]1[CH:36]=[CH:35][CH:34]=[CH:33][CH:32]=1.[C:1]([NH:8][C@@H:9]([C:12]([OH:14])=[O:13])[CH2:10][OH:11])([O:3][C:4]([CH3:7])([CH3:6])[CH3:5])=[O:2]. The catalyst class is: 4. (2) Reactant: [F:1][C:2]1[CH:7]=[CH:6][C:5]([CH:8]([NH:21][C:22]([C:24]2[C:25]([OH:35])=[N:26][C:27]([N:30]3[CH:34]=[CH:33][CH:32]=[N:31]3)=[N:28][CH:29]=2)=[O:23])[C:9]2[CH:14]=[CH:13][C:12]([P:15]([CH3:20])(=[O:19])[O:16]CC)=[CH:11][CH:10]=2)=[CH:4][CH:3]=1.[OH-].[Na+]. Product: [F:1][C:2]1[CH:3]=[CH:4][C:5]([CH:8]([NH:21][C:22]([C:24]2[C:25]([OH:35])=[N:26][C:27]([N:30]3[CH:34]=[CH:33][CH:32]=[N:31]3)=[N:28][CH:29]=2)=[O:23])[C:9]2[CH:10]=[CH:11][C:12]([P:15]([CH3:20])(=[O:16])[OH:19])=[CH:13][CH:14]=2)=[CH:6][CH:7]=1. The catalyst class is: 12.